This data is from Reaction yield outcomes from USPTO patents with 853,638 reactions. The task is: Predict the reaction yield, written as a fraction of the theoretical maximum amount of product (1.0 means a 100% yield; for example, 0.34 means a 34% yield). (1) The reactants are [NH2:1][C:2]1[CH:7]=[CH:6][C:5]([NH:8][C:9]2[CH:14]=[CH:13][C:12]([F:15])=[C:11]([Cl:16])[CH:10]=2)=[CH:4][C:3]=1[C:17](=[O:20])[CH2:18][CH3:19].[S:21]1[CH:25]=[CH:24][CH:23]=[C:22]1[Li].C1N=CN([C:32](N2C=NC=C2)=[O:33])C=1. The catalyst is C1COCC1. The product is [Cl:16][C:11]1[CH:10]=[C:9]([NH:8][C:5]2[CH:6]=[CH:7][C:2]3[NH:1][C:32](=[O:33])[O:20][C:17]([CH2:18][CH3:19])([C:22]4[S:21][CH:25]=[CH:24][CH:23]=4)[C:3]=3[CH:4]=2)[CH:14]=[CH:13][C:12]=1[F:15]. The yield is 0.0500. (2) The reactants are O.[OH-].[Li+].O.[CH3:5][N:6]([CH2:14][C:15]1[CH:20]=[CH:19][CH:18]=[C:17]([C:21]([O:23]C)=[O:22])[CH:16]=1)[C:7](=[O:13])[O:8][C:9]([CH3:12])([CH3:11])[CH3:10]. The catalyst is O1CCOCC1. The product is [C:21]([C:17]1[CH:16]=[C:15]([CH:20]=[CH:19][CH:18]=1)[CH2:14][N:6]([CH3:5])[C:7](=[O:13])[O:8][C:9]([CH3:11])([CH3:12])[CH3:10])([OH:23])=[O:22]. The yield is 0.950. (3) The reactants are P(Cl)(Cl)([Cl:3])=O.[Br:6][C:7]1[CH:16]=[CH:15][CH:14]=[C:13]2[C:8]=1[CH:9]=[CH:10][N+:11]([O-])=[CH:12]2. The catalyst is C(Cl)(Cl)Cl. The product is [Cl:3][C:12]1[C:13]2[C:8](=[C:7]([Br:6])[CH:16]=[CH:15][CH:14]=2)[CH:9]=[CH:10][N:11]=1. The yield is 0.650. (4) The reactants are C([O:3][C:4](=[O:18])[CH:5]([P:7]([O:15]CC)([C:9]1[CH:14]=[CH:13][CH:12]=[CH:11][CH:10]=1)=[O:8])[OH:6])C. The catalyst is Cl. The product is [OH:6][CH:5]([P:7]([OH:15])([C:9]1[CH:10]=[CH:11][CH:12]=[CH:13][CH:14]=1)=[O:8])[C:4]([OH:18])=[O:3]. The yield is 0.900. (5) The catalyst is [Cl-].C([N+](CC)(CC)CC)C.CN(C=O)C.C([O-])(=O)C.[Pd+2].C([O-])(=O)C.O. The product is [CH2:1]([N:5]1[CH2:10][CH2:9][C:8]([CH3:11])([CH3:12])[C:7]([C:13](=[O:16])/[CH:14]=[CH:15]/[C:18]2[CH:23]=[CH:22][CH:21]=[CH:20][CH:19]=2)=[CH:6]1)[CH:2]([CH3:4])[CH3:3]. The reactants are [CH2:1]([N:5]1[CH2:10][CH2:9][C:8]([CH3:12])([CH3:11])[C:7]([C:13](=[O:16])[CH:14]=[CH2:15])=[CH:6]1)[CH:2]([CH3:4])[CH3:3].I[C:18]1[CH:23]=[CH:22][CH:21]=[CH:20][CH:19]=1.C1(P(C2C=CC=CC=2)C2C=CC=CC=2)C=CC=CC=1.C(=O)([O-])[O-].[K+].[K+]. The yield is 0.870. (6) The reactants are [Li+].C[Si]([N-][Si](C)(C)C)(C)C.F[C:12]1[C:17]([C:18]2[N:23]=[C:22]([CH3:24])[N:21]=[CH:20][N:19]=2)=[CH:16][C:15]([CH2:25][N:26]2[CH2:31][CH2:30][N:29]([S:32]([CH3:35])(=[O:34])=[O:33])[CH2:28][CH2:27]2)=[CH:14][N:13]=1.[NH2:36][C:37]1[CH:38]=[N:39][C:40]([O:43][CH3:44])=[CH:41][CH:42]=1.C1COCC1. No catalyst specified. The product is [CH3:44][O:43][C:40]1[N:39]=[CH:38][C:37]([NH:36][C:12]2[C:17]([C:18]3[N:23]=[C:22]([CH3:24])[N:21]=[CH:20][N:19]=3)=[CH:16][C:15]([CH2:25][N:26]3[CH2:31][CH2:30][N:29]([S:32]([CH3:35])(=[O:34])=[O:33])[CH2:28][CH2:27]3)=[CH:14][N:13]=2)=[CH:42][CH:41]=1. The yield is 0.170.